From a dataset of Forward reaction prediction with 1.9M reactions from USPTO patents (1976-2016). Predict the product of the given reaction. (1) The product is: [NH2:21][C:22]1[N:23]=[C:24]([NH:29][CH:30]2[CH2:35][CH2:34][CH2:33][N:32]([C:2]3[C:3]4[N:4]([N:16]=[CH:17][N:18]=4)[CH:5]=[C:6]([C:8]4[CH:13]=[CH:12][C:11]([Cl:14])=[CH:10][C:9]=4[Cl:15])[N:7]=3)[CH2:31]2)[S:25][C:26]=1[C:27]#[N:28]. Given the reactants Cl[C:2]1[C:3]2[N:4]([N:16]=[CH:17][N:18]=2)[CH:5]=[C:6]([C:8]2[CH:13]=[CH:12][C:11]([Cl:14])=[CH:10][C:9]=2[Cl:15])[N:7]=1.Cl.Cl.[NH2:21][C:22]1[N:23]=[C:24]([NH:29][CH:30]2[CH2:35][CH2:34][CH2:33][NH:32][CH2:31]2)[S:25][C:26]=1[C:27]#[N:28].C(N(CC)C(C)C)(C)C, predict the reaction product. (2) Given the reactants CC1(C)C(C)(C)OB([C:9]2[CH:13]=[CH:12][N:11]([C:14]([C:27]3[CH:32]=[CH:31][CH:30]=[CH:29][CH:28]=3)([C:21]3[CH:26]=[CH:25][CH:24]=[CH:23][CH:22]=3)[C:15]3[CH:20]=[CH:19][CH:18]=[CH:17][CH:16]=3)[N:10]=2)O1.[Cl:34][C:35]1[N:36]=[N:37][C:38](Cl)=[CH:39][CH:40]=1.P([O-])([O-])([O-])=O.[K+].[K+].[K+].O1CCOCC1, predict the reaction product. The product is: [Cl:34][C:35]1[N:36]=[N:37][C:38]([C:13]2[CH:9]=[N:10][N:11]([C:14]([C:21]3[CH:26]=[CH:25][CH:24]=[CH:23][CH:22]=3)([C:15]3[CH:16]=[CH:17][CH:18]=[CH:19][CH:20]=3)[C:27]3[CH:32]=[CH:31][CH:30]=[CH:29][CH:28]=3)[CH:12]=2)=[CH:39][CH:40]=1. (3) Given the reactants Cl.[Br:2][C:3]1[CH:8]=[CH:7][C:6]([CH2:9][NH2:10])=[CH:5][CH:4]=1.[Cl:11][C:12]1[C:20]([F:21])=[CH:19][CH:18]=[C:17]([F:22])[C:13]=1[C:14](O)=[O:15].C[NH3+].F[P-](F)(F)(F)(F)F.N1(OC(N(C)C)=[N+](C)C)C2N=CC=CC=2N=N1.F[P-](F)(F)(F)(F)F.C(N(CC)C(C)C)(C)C, predict the reaction product. The product is: [Br:2][C:3]1[CH:8]=[CH:7][C:6]([CH2:9][NH:10][C:14](=[O:15])[C:13]2[C:17]([F:22])=[CH:18][CH:19]=[C:20]([F:21])[C:12]=2[Cl:11])=[CH:5][CH:4]=1. (4) Given the reactants [I:1][C:2]1[CH:3]=[C:4]2[C:9](=[CH:10][CH:11]=1)[N:8]=[CH:7][N:6]=[C:5]2O.CN(C=O)C.S(Cl)([Cl:20])=O, predict the reaction product. The product is: [Cl:20][C:5]1[C:4]2[C:9](=[CH:10][CH:11]=[C:2]([I:1])[CH:3]=2)[N:8]=[CH:7][N:6]=1. (5) Given the reactants Br[C:2]1[CH:3]=[CH:4][C:5]([N:8]2[CH2:13][CH2:12][N:11]([C:14]([O:16][C:17]([CH3:20])([CH3:19])[CH3:18])=[O:15])[CH2:10][C:9]2=[O:21])=[N:6][CH:7]=1.[F:22][C:23]1[CH:31]=[C:30]2[C:26]([C:27](B3OC(C)(C)C(C)(C)O3)=[CH:28][N:29]2[C:32]([O:34][C:35]([CH3:38])([CH3:37])[CH3:36])=[O:33])=[CH:25][CH:24]=1, predict the reaction product. The product is: [C:17]([O:16][C:14]([N:11]1[CH2:12][CH2:13][N:8]([C:5]2[N:6]=[CH:7][C:2]([C:27]3[C:26]4[C:30](=[CH:31][C:23]([F:22])=[CH:24][CH:25]=4)[N:29]([C:32]([O:34][C:35]([CH3:38])([CH3:37])[CH3:36])=[O:33])[CH:28]=3)=[CH:3][CH:4]=2)[C:9](=[O:21])[CH2:10]1)=[O:15])([CH3:20])([CH3:19])[CH3:18]. (6) The product is: [N:16]1[CH:17]=[CH:18][C:13]([N:8]2[CH2:9][CH2:10][C:5]3([O:4][CH2:3][CH2:2][O:1]3)[CH2:6][CH2:7]2)=[CH:14][CH:15]=1. Given the reactants [O:1]1[C:5]2([CH2:10][CH2:9][NH:8][CH2:7][CH2:6]2)[O:4][CH2:3][CH2:2]1.Cl.Br[C:13]1[CH:18]=[CH:17][N:16]=[CH:15][CH:14]=1.CCN(C(C)C)C(C)C, predict the reaction product. (7) Given the reactants [CH3:1][C:2]1[C:6]([CH3:7])=[C:5]([NH:8][C:9](=[O:16])OCC(Cl)(Cl)Cl)[O:4][N:3]=1.[F:17][C:18]1[CH:23]=[C:22]([F:24])[CH:21]=[CH:20][C:19]=1[C:25]1[CH:30]=[C:29]([N:31]2[CH2:36][CH2:35][NH:34][CH2:33][CH2:32]2)[N:28]=[CH:27][N:26]=1, predict the reaction product. The product is: [F:17][C:18]1[CH:23]=[C:22]([F:24])[CH:21]=[CH:20][C:19]=1[C:25]1[N:26]=[CH:27][N:28]=[C:29]([N:31]2[CH2:32][CH2:33][N:34]([C:9]([NH:8][C:5]3[O:4][N:3]=[C:2]([CH3:1])[C:6]=3[CH3:7])=[O:16])[CH2:35][CH2:36]2)[CH:30]=1.